Dataset: Reaction yield outcomes from USPTO patents with 853,638 reactions. Task: Predict the reaction yield, written as a fraction of the theoretical maximum amount of product (1.0 means a 100% yield; for example, 0.34 means a 34% yield). (1) The reactants are [CH3:1][O:2][C:3](=[O:12])[C:4]1[CH:9]=[CH:8][C:7](I)=[C:6]([OH:11])[CH:5]=1.[C:13]1([C:19]#[CH:20])[CH:18]=[CH:17][CH:16]=[CH:15][CH:14]=1.CN(C)C(=N)N(C)C.Cl. The catalyst is CN(C=O)C.[Cu]I.Cl[Pd](Cl)([P](C1C=CC=CC=1)(C1C=CC=CC=1)C1C=CC=CC=1)[P](C1C=CC=CC=1)(C1C=CC=CC=1)C1C=CC=CC=1. The product is [CH3:1][O:2][C:3]([C:4]1[CH:9]=[CH:8][C:7]2[CH:20]=[C:19]([C:13]3[CH:18]=[CH:17][CH:16]=[CH:15][CH:14]=3)[O:11][C:6]=2[CH:5]=1)=[O:12]. The yield is 0.240. (2) The reactants are [CH2:1]([O:4][C:5]1[CH:10]=[CH:9][C:8]([C:11]2[N:16]=[CH:15][C:14]([C:17]([O:19]C)=[O:18])=[CH:13][N:12]=2)=[C:7]([C:21]([F:24])([F:23])[F:22])[CH:6]=1)[CH2:2][CH3:3].CC(O)=O. The catalyst is C1COCC1.O. The product is [CH2:1]([O:4][C:5]1[CH:10]=[CH:9][C:8]([C:11]2[N:12]=[CH:13][C:14]([C:17]([OH:19])=[O:18])=[CH:15][N:16]=2)=[C:7]([C:21]([F:23])([F:24])[F:22])[CH:6]=1)[CH2:2][CH3:3]. The yield is 0.960. (3) The reactants are [CH:1]([O:4][C:5]1[CH:6]=[C:7]([NH2:18])[CH:8]=[CH:9][C:10]=1[N:11]1[CH2:16][CH2:15][N:14]([CH3:17])[CH2:13][CH2:12]1)([CH3:3])[CH3:2].C(O[CH:22]=[C:23]([C:29]([O:31][CH2:32][CH3:33])=[O:30])[C:24]([O:26][CH2:27][CH3:28])=[O:25])C. The catalyst is C(#N)C. The product is [CH:1]([O:4][C:5]1[CH:6]=[C:7]([NH:18][CH:22]=[C:23]([C:24]([O:26][CH2:27][CH3:28])=[O:25])[C:29]([O:31][CH2:32][CH3:33])=[O:30])[CH:8]=[CH:9][C:10]=1[N:11]1[CH2:16][CH2:15][N:14]([CH3:17])[CH2:13][CH2:12]1)([CH3:3])[CH3:2]. The yield is 0.740. (4) The product is [CH3:8][NH:9][C:10](=[O:12])[CH2:11][C:64]1[CH:65]=[CH:66][CH:67]=[CH:68][C:69]=1[CH2:44][CH2:45][C:14]1[C:19]([C:20]([F:22])([F:23])[F:21])=[CH:18][N:17]=[C:16]([NH:24][C:25]2[CH:30]=[CH:29][C:28]([N:31]3[CH2:32][CH2:33][NH:34][CH2:35][CH2:36]3)=[CH:27][CH:26]=2)[N:15]=1. The yield is 0.660. The reactants are C(C1C=CC=C2[C:11]=1[C:10](=[O:12])[NH:9][CH2:8]2)#C.Cl[C:14]1[C:19]([C:20]([F:23])([F:22])[F:21])=[CH:18][N:17]=[C:16]([NH:24][C:25]2[CH:30]=[CH:29][C:28]([N:31]3[CH2:36][CH2:35][N:34](C(OC(C)(C)C)=O)[CH2:33][CH2:32]3)=[CH:27][CH:26]=2)[N:15]=1.[CH2:44](N(CC)CC)[CH3:45].[C:64]1(P([C:64]2[CH:69]=[CH:68][CH:67]=[CH:66][CH:65]=2)[C:64]2[CH:69]=[CH:68][CH:67]=[CH:66][CH:65]=2)[CH:69]=[CH:68][CH:67]=[CH:66][CH:65]=1. The catalyst is CN(C=O)C.CCOC(C)=O.[Cu]I.CO. (5) The reactants are [CH2:1]([C:5]1[N:6]=[C:7]([CH2:27][CH3:28])[NH:8][C:9](=[O:26])[C:10]=1[CH2:11][C:12]1[CH:17]=[CH:16][C:15]([C:18]2[C:19]([C:24]#[N:25])=[CH:20][CH:21]=[CH:22][CH:23]=2)=[CH:14][CH:13]=1)[CH2:2][CH2:3][CH3:4].[O:29]1[C:33]2[CH:34]=[CH:35][C:36](B(O)O)=[CH:37][C:32]=2[CH2:31][CH2:30]1.N1C=CC=CC=1.C(N(CC)CC)C. The yield is 0.820. The catalyst is C(OCC)(=O)C.C([O-])(=O)C.[Cu+2].C([O-])(=O)C.ClCCl. The product is [CH2:1]([C:5]1[N:6]=[C:7]([CH2:27][CH3:28])[N:8]([C:36]2[CH:35]=[CH:34][C:33]3[O:29][CH2:30][CH2:31][C:32]=3[CH:37]=2)[C:9](=[O:26])[C:10]=1[CH2:11][C:12]1[CH:17]=[CH:16][C:15]([C:18]2[C:19]([C:24]#[N:25])=[CH:20][CH:21]=[CH:22][CH:23]=2)=[CH:14][CH:13]=1)[CH2:2][CH2:3][CH3:4].